Dataset: Forward reaction prediction with 1.9M reactions from USPTO patents (1976-2016). Task: Predict the product of the given reaction. (1) Given the reactants [O:1]=[S:2]1(=[O:42])[CH2:7][CH2:6][CH:5]([CH2:8][O:9][C:10]2[CH:15]=[CH:14][C:13]([C:16]3[C:17]4[CH:24]=[C:23]([CH2:25][O:26][C:27]5[N:32]=[CH:31][C:30]([CH:33]([C:38]#[C:39][CH3:40])[CH2:34][C:35]([OH:37])=[O:36])=[CH:29][CH:28]=5)[CH:22]=[CH:21][C:18]=4[S:19][CH:20]=3)=[C:12]([CH3:41])[CH:11]=2)[CH2:4][CH2:3]1.CCCCCC, predict the reaction product. The product is: [O:42]=[S:2]1(=[O:1])[CH2:7][CH2:6][CH:5]([CH2:8][O:9][C:10]2[CH:15]=[CH:14][C:13]([C:16]3[C:17]4[CH:24]=[C:23]([CH2:25][O:26][C:27]5[N:32]=[CH:31][C:30]([C@H:33]([C:38]#[C:39][CH3:40])[CH2:34][C:35]([OH:37])=[O:36])=[CH:29][CH:28]=5)[CH:22]=[CH:21][C:18]=4[S:19][CH:20]=3)=[C:12]([CH3:41])[CH:11]=2)[CH2:4][CH2:3]1.[O:42]=[S:2]1(=[O:1])[CH2:7][CH2:6][CH:5]([CH2:8][O:9][C:10]2[CH:15]=[CH:14][C:13]([C:16]3[C:17]4[CH:24]=[C:23]([CH2:25][O:26][C:27]5[N:32]=[CH:31][C:30]([C@@H:33]([C:38]#[C:39][CH3:40])[CH2:34][C:35]([OH:37])=[O:36])=[CH:29][CH:28]=5)[CH:22]=[CH:21][C:18]=4[S:19][CH:20]=3)=[C:12]([CH3:41])[CH:11]=2)[CH2:4][CH2:3]1. (2) The product is: [C:1]([NH:26][CH2:25][CH2:24][NH:23][CH2:21][CH3:22])([C:14]1[CH:19]=[CH:18][CH:17]=[CH:16][CH:15]=1)([C:8]1[CH:13]=[CH:12][CH:11]=[CH:10][CH:9]=1)[C:2]1[CH:7]=[CH:6][CH:5]=[CH:4][CH:3]=1. Given the reactants [C:1](Cl)([C:14]1[CH:19]=[CH:18][CH:17]=[CH:16][CH:15]=1)([C:8]1[CH:13]=[CH:12][CH:11]=[CH:10][CH:9]=1)[C:2]1[CH:7]=[CH:6][CH:5]=[CH:4][CH:3]=1.[CH2:21]([NH:23][CH2:24][CH2:25][NH2:26])[CH3:22], predict the reaction product. (3) Given the reactants Cl[CH2:2][C:3]1[N:7]([CH3:8])[C:6]2[CH:9]=[C:10]([O:17][CH3:18])[C:11]([O:15][CH3:16])=[C:12]([O:13][CH3:14])[C:5]=2[N:4]=1.[NH:19]1[CH2:24][CH2:23][NH:22][CH2:21][CH2:20]1, predict the reaction product. The product is: [CH3:8][N:7]1[C:6]2[CH:9]=[C:10]([O:17][CH3:18])[C:11]([O:15][CH3:16])=[C:12]([O:13][CH3:14])[C:5]=2[N:4]=[C:3]1[CH2:2][N:19]1[CH2:24][CH2:23][N:22]([CH2:2][C:3]2[N:7]([CH3:8])[C:6]3[CH:9]=[C:10]([O:17][CH3:18])[C:11]([O:15][CH3:16])=[C:12]([O:13][CH3:14])[C:5]=3[N:4]=2)[CH2:21][CH2:20]1. (4) Given the reactants [CH2:1]([N:8]1[C:16]2[C:11](=[CH:12][C:13](Br)=[CH:14][CH:15]=2)[C:10]([CH3:18])=[C:9]1[C:19]1[CH:24]=[CH:23][CH:22]=[CH:21][CH:20]=1)[C:2]1[CH:7]=[CH:6][CH:5]=[CH:4][CH:3]=1.C([O-])([O-])=O.[K+].[K+].[CH3:31][O:32][C:33]1[CH:38]=[CH:37][C:36](B(O)O)=[CH:35][CH:34]=1.ClCCl, predict the reaction product. The product is: [CH2:1]([N:8]1[C:16]2[C:11](=[CH:12][C:13]([C:36]3[CH:37]=[CH:38][C:33]([O:32][CH3:31])=[CH:34][CH:35]=3)=[CH:14][CH:15]=2)[C:10]([CH3:18])=[C:9]1[C:19]1[CH:24]=[CH:23][CH:22]=[CH:21][CH:20]=1)[C:2]1[CH:7]=[CH:6][CH:5]=[CH:4][CH:3]=1. (5) Given the reactants CC(C)([O-])C.[K+].[Cl-].[CH3:8][O:9][CH2:10][P+](C1C=CC=CC=1)(C1C=CC=CC=1)C1C=CC=CC=1.[Br:30][C:31]1[CH:32]=[CH:33][C:34]([F:39])=[C:35]([CH:38]=1)[CH:36]=O.[Cl-].[NH4+], predict the reaction product. The product is: [Br:30][C:31]1[CH:32]=[CH:33][C:34]([F:39])=[C:35]([CH:36]=[CH:8][O:9][CH3:10])[CH:38]=1. (6) Given the reactants Cl.F[C:3]1[CH:4]=[C:5]2[C:9](=[CH:10][C:11]=1[F:12])[N:8]([S:13]([C:16]1[CH:21]=[CH:20][CH:19]=[CH:18][CH:17]=1)(=[O:15])=[O:14])[CH:7]=[C:6]2[C:22]1[CH:23]=[N:24][NH:25][CH:26]=1.[Cl:27][C:28]1[N:29]=[N:30][C:31](Cl)=[CH:32][CH:33]=1.C([O-])([O-])=O.[K+].[K+], predict the reaction product. The product is: [Cl:27][C:28]1[N:29]=[N:30][C:31]([N:24]2[CH:23]=[C:22]([C:6]3[C:5]4[C:9](=[CH:10][C:11]([F:12])=[CH:3][CH:4]=4)[N:8]([S:13]([C:16]4[CH:17]=[CH:18][CH:19]=[CH:20][CH:21]=4)(=[O:15])=[O:14])[CH:7]=3)[CH:26]=[N:25]2)=[CH:32][CH:33]=1. (7) Given the reactants [H-].[Na+].[NH:3]1[C:11]2[C:6](=[CH:7][CH:8]=[CH:9][CH:10]=2)[CH:5]=[CH:4]1.[CH2:12]([C:20]1[CH:30]=[CH:29][C:23]([O:24][CH2:25][CH:26]2[CH2:28][O:27]2)=[CH:22][CH:21]=1)[CH2:13][CH2:14][CH2:15][CH2:16][CH2:17][CH2:18][CH3:19].[Na+].[Cl-], predict the reaction product. The product is: [N:3]1([CH2:28][CH:26]([OH:27])[CH2:25][O:24][C:23]2[CH:29]=[CH:30][C:20]([CH2:12][CH2:13][CH2:14][CH2:15][CH2:16][CH2:17][CH2:18][CH3:19])=[CH:21][CH:22]=2)[C:11]2[C:6](=[CH:7][CH:8]=[CH:9][CH:10]=2)[CH:5]=[CH:4]1. (8) Given the reactants [S:1]1[CH:5]=[CH:4][CH:3]=[C:2]1[CH2:6][NH2:7].C1(CN)CCCCC1.[O:16]=[C:17]1[C:25]2([CH2:29][O:28][C:27]3[CH:30]=[C:31]4[C:35](=[CH:36][C:26]2=3)[CH2:34][CH2:33][O:32]4)[C:24]2[C:19](=[CH:20][CH:21]=[CH:22][CH:23]=2)[N:18]1[CH2:37][C:38]1[CH:46]=[CH:45][C:41]([C:42](O)=[O:43])=[CH:40][CH:39]=1.O=C1C2(COC3C=C4C(=CC2=3)CCO4)C2C(=CC=CC=2)N1CC1C=C(C=CC=1)C(O)=O, predict the reaction product. The product is: [O:16]=[C:17]1[C:25]2([CH2:29][O:28][C:27]3[CH:30]=[C:31]4[C:35](=[CH:36][C:26]2=3)[CH2:34][CH2:33][O:32]4)[C:24]2[C:19](=[CH:20][CH:21]=[CH:22][CH:23]=2)[N:18]1[CH2:37][C:38]1[CH:39]=[CH:40][C:41]([C:42]([NH:7][CH2:6][C:2]2[S:1][CH:5]=[CH:4][CH:3]=2)=[O:43])=[CH:45][CH:46]=1. (9) Given the reactants [Br:1][C:2]1[CH:7]=[CH:6][CH:5]=[C:4](I)[CH:3]=1.[N:9]1[CH:14]=[CH:13][CH:12]=[C:11](B(O)O)[CH:10]=1, predict the reaction product. The product is: [Br:1][C:2]1[CH:3]=[C:4]([C:11]2[CH:10]=[N:9][CH:14]=[CH:13][CH:12]=2)[CH:5]=[CH:6][CH:7]=1. (10) Given the reactants [N:1]1([CH:7]2[CH2:30][N:29]([CH2:31][CH2:32][CH2:33][CH2:34][CH2:35][CH2:36][C:37]([O:39]CC)=[O:38])[C:10]3=[N:11][C:12]([C:22]4[CH:27]=[CH:26][C:25]([CH3:28])=[CH:24][CH:23]=4)=[C:13]([C:15]4[CH:20]=[CH:19][C:18]([CH3:21])=[CH:17][CH:16]=4)[N:14]=[C:9]3[CH2:8]2)[CH2:6][CH2:5][CH2:4][CH2:3][CH2:2]1.[OH-].[Na+].O.C(O)(=O)CC(CC(O)=O)(C(O)=O)O, predict the reaction product. The product is: [N:1]1([CH:7]2[CH2:30][N:29]([CH2:31][CH2:32][CH2:33][CH2:34][CH2:35][CH2:36][C:37]([OH:39])=[O:38])[C:10]3=[N:11][C:12]([C:22]4[CH:27]=[CH:26][C:25]([CH3:28])=[CH:24][CH:23]=4)=[C:13]([C:15]4[CH:16]=[CH:17][C:18]([CH3:21])=[CH:19][CH:20]=4)[N:14]=[C:9]3[CH2:8]2)[CH2:2][CH2:3][CH2:4][CH2:5][CH2:6]1.